This data is from Reaction yield outcomes from USPTO patents with 853,638 reactions. The task is: Predict the reaction yield, written as a fraction of the theoretical maximum amount of product (1.0 means a 100% yield; for example, 0.34 means a 34% yield). (1) The reactants are CC1(C)[O:9][C:8](=[O:10])[C:5]2([CH2:7][CH2:6]2)[C:4](=[O:11])O1.[F:13][C:14]([F:23])([F:22])[C:15]1[CH:21]=[CH:20][C:18]([NH2:19])=[CH:17][CH:16]=1. The catalyst is C(O)C. The product is [O:11]=[C:4]1[CH:5]([C:8]([OH:9])=[O:10])[CH2:7][CH2:6][N:19]1[C:18]1[CH:20]=[CH:21][C:15]([C:14]([F:13])([F:22])[F:23])=[CH:16][CH:17]=1. The yield is 0.430. (2) The reactants are [F:1][C:2]1[CH:10]=[C:9]2[C:5]([CH2:6][CH2:7][C:8]2=O)=[CH:4][CH:3]=1.Cl.[O:13]([NH2:15])[CH3:14]. The catalyst is N1C=CC=CC=1.C(OC(=O)C)C. The product is [CH3:14][O:13][N:15]=[C:8]1[C:9]2[C:5](=[CH:4][CH:3]=[C:2]([F:1])[CH:10]=2)[CH2:6][CH2:7]1. The yield is 0.810. (3) The reactants are [OH:1][C@@:2]1([C:9]#[C:10][C:11]2[CH:12]=[C:13]([N:17]3[C:21]4=[N:22][C:23]([CH3:26])=[N:24][CH:25]=[C:20]4[C:19]([C:27]([O:29]CC)=O)=[N:18]3)[CH:14]=[CH:15][CH:16]=2)[CH2:6][CH2:5][N:4]([CH3:7])[C:3]1=[O:8].[NH3:32]. No catalyst specified. The product is [OH:1][C@@:2]1([C:9]#[C:10][C:11]2[CH:12]=[C:13]([N:17]3[C:21]4=[N:22][C:23]([CH3:26])=[N:24][CH:25]=[C:20]4[C:19]([C:27]([NH2:32])=[O:29])=[N:18]3)[CH:14]=[CH:15][CH:16]=2)[CH2:6][CH2:5][N:4]([CH3:7])[C:3]1=[O:8]. The yield is 0.180. (4) The reactants are [C:1]([NH:4][C:5]1[CH:10]=[C:9]([C:11]2[O:12][C:13]([C:17]([NH2:19])=O)=[C:14]([I:16])[N:15]=2)[C:8]([CH3:20])=[CH:7][N:6]=1)(=[O:3])[CH3:2].C[N:22]([CH:24](OC)OC)C.O.[NH2:30]N. The catalyst is C1(C)C=CC=CC=1.O. The product is [I:16][C:14]1[N:15]=[C:11]([C:9]2[C:8]([CH3:20])=[CH:7][N:6]=[C:5]([NH:4][C:1](=[O:3])[CH3:2])[CH:10]=2)[O:12][C:13]=1[C:17]1[N:22]=[CH:24][NH:30][N:19]=1. The yield is 0.950.